Dataset: Reaction yield outcomes from USPTO patents with 853,638 reactions. Task: Predict the reaction yield, written as a fraction of the theoretical maximum amount of product (1.0 means a 100% yield; for example, 0.34 means a 34% yield). (1) The reactants are C1[O:18][CH2:17][CH2:16]OCCOCCOCCOCCOC1.COC(CP(=O)(OCC(F)(F)F)OCC(F)(F)F)=O.C[Si]([N-][Si](C)(C)C)(C)C.[K+].[NH2:48][C:49]1[C:54]([CH:55]=O)=[C:53]([C:57]2[CH:62]=[CH:61][CH:60]=[CH:59][C:58]=2[F:63])[N:52]=[C:51]([S:64][CH3:65])[N:50]=1.[NH4+].[Cl-]. The catalyst is C1(C)C=CC=CC=1.C1COCC1.CCOCC. The product is [F:63][C:58]1[CH:59]=[CH:60][CH:61]=[CH:62][C:57]=1[C:53]1[C:54]2[CH:55]=[CH:16][C:17](=[O:18])[NH:48][C:49]=2[N:50]=[C:51]([S:64][CH3:65])[N:52]=1. The yield is 0.910. (2) The reactants are [C:1]([O:5][OH:6])([CH3:4])([CH3:3])[CH3:2].[OH-].[Na+].[C:9](Cl)(=[O:16])[C:10]1[CH:15]=[CH:14][CH:13]=[CH:12][CH:11]=1.Cl. The catalyst is O. The product is [C:9]([O:6][O:5][C:1]([CH3:4])([CH3:3])[CH3:2])(=[O:16])[C:10]1[CH:15]=[CH:14][CH:13]=[CH:12][CH:11]=1. The yield is 0.953. (3) The reactants are [CH2:1]([N:3](CC)[CH2:4]C)C.[C:8]([O:12][C:13]([N:15]1[CH2:20][CH2:19][C:18](=O)[CH2:17][CH2:16]1)=[O:14])([CH3:11])([CH3:10])[CH3:9].[C:22](O[BH-](OC(=O)C)OC(=O)C)(=O)C.[Na+].[C:36](=[O:39])([O-])[OH:37].[Na+].[CH3:41][CH2:42][CH2:43][CH2:44][CH2:45][CH3:46]. The catalyst is C(OCC)(=O)C.Cl.C(OCC)(=O)C. The product is [CH3:46][C:45]1([CH3:22])[CH2:44][C:43]2([CH2:42][CH2:41][CH2:4][N:3]([CH:18]3[CH2:19][CH2:20][N:15]([C:13]([O:12][C:8]([CH3:11])([CH3:10])[CH3:9])=[O:14])[CH2:16][CH2:17]3)[CH2:1]2)[C:36](=[O:39])[O:37]1. The yield is 0.610. (4) The reactants are C1([NH:7][C:8]([C:10]2[C:11](=[O:23])[N:12]([CH3:22])[C:13]3[C:18]([C:19]=2O)=[CH:17][C:16]([CH3:21])=[CH:15][CH:14]=3)=O)CCCCC1.P(Cl)(Cl)([Cl:26])=O. No catalyst specified. The product is [Cl:26][C:19]1[C:18]2[C:13](=[CH:14][CH:15]=[C:16]([CH3:21])[CH:17]=2)[N:12]([CH3:22])[C:11](=[O:23])[C:10]=1[C:8]#[N:7]. The yield is 0.540. (5) The reactants are [NH2:1][CH:2]([C:7]1[CH:12]=[CH:11][C:10]([O:13][CH:14]([F:16])[F:15])=[C:9]([O:17][CH2:18][CH3:19])[CH:8]=1)[CH2:3][C:4]([OH:6])=[O:5].[C:20]([NH:23][C:24]1[CH:34]=[CH:33][CH:32]=[C:26]2[C:27]([O:29][C:30](=O)[C:25]=12)=[O:28])(=[O:22])[CH3:21].C([O-])(=O)C.[Na+]. The catalyst is C(O)(=O)C. The product is [C:20]([NH:23][C:24]1[CH:34]=[CH:33][CH:32]=[C:26]2[C:25]=1[C:30](=[O:29])[N:1]([CH:2]([C:7]1[CH:12]=[CH:11][C:10]([O:13][CH:14]([F:16])[F:15])=[C:9]([O:17][CH2:18][CH3:19])[CH:8]=1)[CH2:3][C:4]([OH:6])=[O:5])[C:27]2=[O:28])(=[O:22])[CH3:21]. The yield is 0.450. (6) The reactants are COC1C=C(OC)C=CC=1C[NH:6][C:7]1[CH:16]=[N:15][C:14]2[C:9](=[CH:10][CH:11]=[C:12]([CH3:17])[CH:13]=2)[N:8]=1.[C:24]([OH:30])([C:26]([F:29])([F:28])[F:27])=[O:25]. The catalyst is C(Cl)Cl. The product is [F:27][C:26]([F:29])([F:28])[C:24]([OH:30])=[O:25].[CH3:17][C:12]1[CH:13]=[C:14]2[C:9](=[CH:10][CH:11]=1)[N:8]=[C:7]([NH2:6])[CH:16]=[N:15]2. The yield is 0.860. (7) The reactants are [CH3:1][O:2][CH:3]([O:19][CH3:20])[C@@:4]1([CH3:18])[C@@H:9]2[O:10][C@@H:8]2[C:7]2[CH:11]=[C:12]([N+:15]([O-:17])=[O:16])[CH:13]=[CH:14][C:6]=2[O:5]1.[CH3:21][O:22][C:23]1[CH:28]=[CH:27][CH:26]=[CH:25][C:24]=1[NH:29][CH2:30][C:31]1[NH:32][CH:33]=[CH:34][N:35]=1. No catalyst specified. The product is [CH3:1][O:2][CH:3]([O:19][CH3:20])[C@@:4]1([CH3:18])[C@H:9]([OH:10])[C@@H:8]([N:29]([C:24]2[CH:25]=[CH:26][CH:27]=[CH:28][C:23]=2[O:22][CH3:21])[CH2:30][C:31]2[NH:35][CH:34]=[CH:33][N:32]=2)[C:7]2[CH:11]=[C:12]([N+:15]([O-:17])=[O:16])[CH:13]=[CH:14][C:6]=2[O:5]1. The yield is 0.670.